From a dataset of Drug-target binding data from BindingDB using IC50 measurements. Regression. Given a target protein amino acid sequence and a drug SMILES string, predict the binding affinity score between them. We predict pIC50 (pIC50 = -log10(IC50 in M); higher means more potent). Dataset: bindingdb_ic50. (1) The small molecule is CC(C)(C)c1ccc(NC(=O)N2Cc3ccc(S(=O)(=O)Nc4ccc(F)cc4)cc3C2)cc1. The target protein (Q80W94) has sequence MVEFAPLLVPWERRLQTFAVLQWVFSFLALAQLCIVIFVGLLFTRFWLFSVLYATWWYLDWDKPRQGGRPIQFFRRLAIWKYMKDYFPVSLVKTAELDPSRNYIAGFHPHGVLAAGAFLNLCTESTGFTSLFPGIRSYLMMLTVWFRAPFFRDYIMSGGLVSSEKVSADHILSRKGGGNLLAIIVGGAQEALDARPGAYRLLLKNRKGFIRLALMHGAALVPIFSFGENNLFNQVENTPGTWLRWIQNRLQKIMGISLPLFHGRGVFQYSFGLMPFRQPITTIVGKPIEVQMTPQPSREEVDRLHQRYIKELCKLFEEHKLKFNVPEDQHLEFC. The pIC50 is 5.9. (2) The drug is OCC1C(O)C(O)C(O)c2nc(CCCc3ccc(-c4ccccc4)cc3)cn21. The target protein sequence is MALQFRSLLLCMVLLLLGFALANTNAARTDPPIVCATLNRTHFDTLFPGFTFGAATAAYQLEGAANIDGRGPSVWDNFTHEHPEKITDGSNGDVAIDQYHRYKEDVAIMKDMGLDAYRFSISWSRLLPNGKLSGGINKKGIEYYNNLTNELLRNGIEPLVTLFHWDVPQALVDEYGGLLSPRIVDDFKAYADLCYKEFGDRVKHWTTLNEPYTISNHGYTIGIHAPGRCSDWYNPKCLGGDSGIEPYLVTHYLLLAHAAAVKLYREKYQAYQNGVIGITVVSHWFEPASESQQDKDAAFQALDFMYGWFMDPLTRGDYPQIMRSILGARLPNFTEEQSKSLSGSYDYIGVNYYSARYASAYPKDYSVTTPPSYLTDVHVNVTTDLNGVPIGPRAASDWLYVYPKGLYDLVLYTKEKYNDPIMYITENGMDEFNNPKLSLEQALNDGNRIDYYYRHLCYLQAAMKEGANVQGYFAWSLLDNFEWSEGYTVRFGINYIDYDN.... The pIC50 is 7.4.